From a dataset of NCI-60 drug combinations with 297,098 pairs across 59 cell lines. Regression. Given two drug SMILES strings and cell line genomic features, predict the synergy score measuring deviation from expected non-interaction effect. (1) Drug 1: CN(C)C1=NC(=NC(=N1)N(C)C)N(C)C. Drug 2: C(CC(=O)O)C(=O)CN.Cl. Cell line: HOP-62. Synergy scores: CSS=-0.366, Synergy_ZIP=-2.98, Synergy_Bliss=-6.92, Synergy_Loewe=-14.5, Synergy_HSA=-11.4. (2) Drug 1: COC1=NC(=NC2=C1N=CN2C3C(C(C(O3)CO)O)O)N. Drug 2: CC1=C(C(=O)C2=C(C1=O)N3CC4C(C3(C2COC(=O)N)OC)N4)N. Cell line: COLO 205. Synergy scores: CSS=33.7, Synergy_ZIP=-4.65, Synergy_Bliss=-4.01, Synergy_Loewe=-4.16, Synergy_HSA=0.0356. (3) Drug 1: C1=C(C(=O)NC(=O)N1)F. Drug 2: C(CCl)NC(=O)N(CCCl)N=O. Cell line: UACC62. Synergy scores: CSS=41.1, Synergy_ZIP=-3.80, Synergy_Bliss=-7.62, Synergy_Loewe=-11.0, Synergy_HSA=-7.09. (4) Drug 1: COC1=C(C=C2C(=C1)N=CN=C2NC3=CC(=C(C=C3)F)Cl)OCCCN4CCOCC4. Drug 2: C1=CN(C(=O)N=C1N)C2C(C(C(O2)CO)O)O.Cl. Cell line: K-562. Synergy scores: CSS=39.9, Synergy_ZIP=-0.197, Synergy_Bliss=1.87, Synergy_Loewe=0.0703, Synergy_HSA=6.69.